Dataset: Forward reaction prediction with 1.9M reactions from USPTO patents (1976-2016). Task: Predict the product of the given reaction. (1) Given the reactants [C:1]([C:3]1[CH:4]=[C:5]2[C:9](=[CH:10][CH:11]=1)[NH:8][C:7]([Si](CC)(CC)CC)=[C:6]2[CH2:19][CH2:20][NH:21][C:22](=[O:37])[C:23]1[CH:28]=[CH:27][C:26]([CH2:29][C:30]2[CH:35]=[CH:34][CH:33]=[C:32]([F:36])[CH:31]=2)=[CH:25][CH:24]=1)#[N:2], predict the reaction product. The product is: [C:1]([C:3]1[CH:4]=[C:5]2[C:9](=[CH:10][CH:11]=1)[NH:8][CH:7]=[C:6]2[CH2:19][CH2:20][NH:21][C:22](=[O:37])[C:23]1[CH:28]=[CH:27][C:26]([CH2:29][C:30]2[CH:35]=[CH:34][CH:33]=[C:32]([F:36])[CH:31]=2)=[CH:25][CH:24]=1)#[N:2]. (2) Given the reactants [C:1]([O:5][C:6]([N:8]1[CH2:13][CH2:12][N:11]([C:14]2[C:19]([CH3:20])=[CH:18][C:17]([CH:21]=[CH2:22])=[CH:16][N:15]=2)[CH2:10][CH2:9]1)=[O:7])([CH3:4])([CH3:3])[CH3:2], predict the reaction product. The product is: [C:1]([O:5][C:6]([N:8]1[CH2:13][CH2:12][N:11]([C:14]2[C:19]([CH3:20])=[CH:18][C:17]([CH2:21][CH3:22])=[CH:16][N:15]=2)[CH2:10][CH2:9]1)=[O:7])([CH3:4])([CH3:3])[CH3:2]. (3) Given the reactants [Mg].[CH:2]1(Br)[CH2:7][CH2:6][CH2:5][CH2:4][CH2:3]1.[CH2:9]([O:11][C:12](=[O:18])[C:13](OCC)=[O:14])[CH3:10].Cl, predict the reaction product. The product is: [CH:2]1([C:13](=[O:14])[C:12]([O:11][CH2:9][CH3:10])=[O:18])[CH2:7][CH2:6][CH2:5][CH2:4][CH2:3]1. (4) Given the reactants [C:1](/[N:3]=[C:4](\SC)/[NH:5][C:6]1[CH:15]=[CH:14][C:13]2[C:8](=[CH:9][CH:10]=[CH:11][CH:12]=2)[CH:7]=1)#[N:2].[NH2:18][NH2:19], predict the reaction product. The product is: [CH:7]1[C:8]2[C:13](=[CH:12][CH:11]=[CH:10][CH:9]=2)[CH:14]=[CH:15][C:6]=1[NH:5][C:4]1[N:3]=[C:1]([NH2:2])[NH:19][N:18]=1. (5) Given the reactants [NH2:1][C:2]12[CH2:9][CH2:8][C:5]([CH2:10][NH:11][C:12]3[N:17]=[C:16]([N:18]4[C:22]5[CH:23]=[CH:24][CH:25]=[CH:26][C:21]=5[N:20]=[C:19]4[CH:27]([F:29])[F:28])[CH:15]=[C:14]([N:30]4[CH2:35][CH2:34][O:33][CH2:32][CH2:31]4)[N:13]=3)([CH2:6][CH2:7]1)[CH2:4][CH2:3]2.C(N(CC)C(C)C)(C)C.[CH3:45][C:46]1([CH3:49])[CH2:48][O:47]1, predict the reaction product. The product is: [F:29][CH:27]([F:28])[C:19]1[N:18]([C:16]2[CH:15]=[C:14]([N:30]3[CH2:35][CH2:34][O:33][CH2:32][CH2:31]3)[N:13]=[C:12]([NH:11][CH2:10][C:5]34[CH2:6][CH2:7][C:2]([NH:1][CH2:45][C:46]([CH3:49])([OH:47])[CH3:48])([CH2:9][CH2:8]3)[CH2:3][CH2:4]4)[N:17]=2)[C:22]2[CH:23]=[CH:24][CH:25]=[CH:26][C:21]=2[N:20]=1. (6) Given the reactants [NH2:1][C:2]1[C:3]2[CH:18]=[C:17]([C:19]3[C:24]([Cl:25])=[CH:23][CH:22]=[CH:21][C:20]=3[Cl:26])[C:16](=[O:27])[NH:15][C:4]=2[N:5]=[C:6]([NH:8][C:9]2[CH:14]=[CH:13][CH:12]=[CH:11][CH:10]=2)[N:7]=1.[H-].[Na+].[CH2:30](Br)[C:31]1[CH:36]=[CH:35][CH:34]=[CH:33][CH:32]=1, predict the reaction product. The product is: [NH2:1][C:2]1[C:3]2[CH:18]=[C:17]([C:19]3[C:24]([Cl:25])=[CH:23][CH:22]=[CH:21][C:20]=3[Cl:26])[C:16](=[O:27])[N:15]([CH2:30][C:31]3[CH:36]=[CH:35][CH:34]=[CH:33][CH:32]=3)[C:4]=2[N:5]=[C:6]([NH:8][C:9]2[CH:14]=[CH:13][CH:12]=[CH:11][CH:10]=2)[N:7]=1.